Dataset: Catalyst prediction with 721,799 reactions and 888 catalyst types from USPTO. Task: Predict which catalyst facilitates the given reaction. (1) Reactant: C([O:3][C:4]([C:6]1[CH:10]=[C:9]([C:11]2[N:12]=[C:13]([NH:16][C:17]([N:19]([CH2:28][CH2:29][CH:30]([C:37]3[CH:42]=[CH:41][CH:40]=[CH:39][CH:38]=3)[C:31]3[CH:36]=[CH:35][CH:34]=[CH:33][CH:32]=3)[CH2:20][CH2:21][N:22]3[CH2:27][CH2:26][O:25][CH2:24][CH2:23]3)=[O:18])[S:14][CH:15]=2)[O:8][N:7]=1)=[O:5])C.[OH-].[Na+].Cl. Product: [C:37]1([CH:30]([C:31]2[CH:32]=[CH:33][CH:34]=[CH:35][CH:36]=2)[CH2:29][CH2:28][N:19]([CH2:20][CH2:21][N:22]2[CH2:27][CH2:26][O:25][CH2:24][CH2:23]2)[C:17](=[O:18])[NH:16][C:13]2[S:14][CH:15]=[C:11]([C:9]3[O:8][N:7]=[C:6]([C:4]([OH:5])=[O:3])[CH:10]=3)[N:12]=2)[CH:42]=[CH:41][CH:40]=[CH:39][CH:38]=1. The catalyst class is: 14. (2) Reactant: [CH2:1]([O:8][C:9]1[C:14]([O:15][Si](C(C)(C)C)(C)C)=[CH:13][C:12]([C:23]2[CH:28]=[CH:27][CH:26]=[C:25]([N:29]3[C:33]([CH3:34])=[CH:32][CH:31]=[C:30]3[CH3:35])[N:24]=2)=[C:11]([O:36][CH3:37])[CH:10]=1)[C:2]1[CH:7]=[CH:6][CH:5]=[CH:4][CH:3]=1.[F-].[K+].Br.Cl. Product: [CH2:1]([O:8][C:9]1[C:14]([OH:15])=[CH:13][C:12]([C:23]2[CH:28]=[CH:27][CH:26]=[C:25]([N:29]3[C:30]([CH3:35])=[CH:31][CH:32]=[C:33]3[CH3:34])[N:24]=2)=[C:11]([O:36][CH3:37])[CH:10]=1)[C:2]1[CH:7]=[CH:6][CH:5]=[CH:4][CH:3]=1. The catalyst class is: 3. (3) Reactant: [O:1]1[CH:5]=[CH:4][CH:3]=[C:2]1[C:6]1[N:7]=[C:8]([NH:17][C:18]([C:20]2[CH:25]=[CH:24][N:23]=[C:22]([O:26]CC3C=CC(OC)=CC=3)[CH:21]=2)=[O:19])[S:9][C:10]=1[C:11]1[CH:16]=[CH:15][N:14]=[CH:13][CH:12]=1.C1(OC)C=CC=CC=1.C(=O)([O-])O.[Na+]. Product: [O:1]1[CH:5]=[CH:4][CH:3]=[C:2]1[C:6]1[N:7]=[C:8]([NH:17][C:18]([C:20]2[CH:25]=[CH:24][NH:23][C:22](=[O:26])[CH:21]=2)=[O:19])[S:9][C:10]=1[C:11]1[CH:12]=[CH:13][N:14]=[CH:15][CH:16]=1. The catalyst class is: 55. (4) Reactant: [F:1][C:2]1[CH:7]=[C:6]([N+:8]([O-])=O)[CH:5]=[CH:4][C:3]=1[N:11]1[CH2:16][CH2:15][O:14][CH2:13][CH2:12]1. Product: [F:1][C:2]1[CH:7]=[C:6]([CH:5]=[CH:4][C:3]=1[N:11]1[CH2:16][CH2:15][O:14][CH2:13][CH2:12]1)[NH2:8]. The catalyst class is: 123. (5) Reactant: N[C@H:2]([CH:6]1[CH2:11][CH2:10][CH2:9][CH2:8][CH2:7]1)[C:3]([OH:5])=[O:4].[BrH:12].N([O-])=O.[Na+]. Product: [Br:12][C@H:2]([CH:6]1[CH2:11][CH2:10][CH2:9][CH2:8][CH2:7]1)[C:3]([OH:5])=[O:4]. The catalyst class is: 6. (6) Reactant: [Cl:1][C:2]1[CH:11]=[CH:10][C:9]2[N:8]=[C:7]([N:12]3[CH2:17][CH2:16][CH:15](OS(C)(=O)=O)[CH2:14][CH2:13]3)[CH:6]=[CH:5][C:4]=2[C:3]=1[C:23]([NH:25][CH2:26][C:27]12[CH2:36][CH:31]3[CH2:32][CH:33]([CH2:35][CH:29]([CH2:30]3)[CH2:28]1)[CH2:34]2)=[O:24].C(=O)([O-])[O-].[K+].[K+].[NH:43]1[CH:47]=[N:46][C:45]([SH:48])=[N:44]1. Product: [Cl:1][C:2]1[CH:11]=[CH:10][C:9]2[N:8]=[C:7]([N:12]3[CH2:13][CH2:14][CH:15]([S:48][C:45]4[N:46]=[CH:47][NH:43][N:44]=4)[CH2:16][CH2:17]3)[CH:6]=[CH:5][C:4]=2[C:3]=1[C:23]([NH:25][CH2:26][C:27]12[CH2:36][CH:31]3[CH2:32][CH:33]([CH2:35][CH:29]([CH2:30]3)[CH2:28]1)[CH2:34]2)=[O:24]. The catalyst class is: 95.